This data is from Full USPTO retrosynthesis dataset with 1.9M reactions from patents (1976-2016). The task is: Predict the reactants needed to synthesize the given product. (1) Given the product [CH3:36][C:37]1[CH:38]=[C:39]([CH:42]=[C:43]([CH3:46])[C:44]=1[O:45][C:15]1[CH:20]=[CH:19][C:18]([O:21][CH3:22])=[C:17]([CH:23]([CH3:24])[CH3:25])[CH:16]=1)[CH:40]=[O:41], predict the reactants needed to synthesize it. The reactants are: F[B-](F)(F)F.[CH3:22][O:21][C:18]1[CH:19]=[CH:20][C:15]([I+][C:15]2[CH:20]=[CH:19][C:18]([O:21][CH3:22])=[C:17]([CH:23]([CH3:25])[CH3:24])[CH:16]=2)=[CH:16][C:17]=1[CH:23]([CH3:25])[CH3:24].C(N(CC)CC)C.[CH3:36][C:37]1[CH:38]=[C:39]([CH:42]=[C:43]([CH3:46])[C:44]=1[OH:45])[CH:40]=[O:41]. (2) Given the product [C:1]([O-:10])(=[O:9])[CH:2]([CH2:6][CH2:7][CH3:8])[CH2:3][CH2:4][CH3:5].[Mg+2:22].[C:12]([O-:21])(=[O:20])[CH:13]([CH2:17][CH2:18][CH3:19])[CH2:14][CH2:15][CH3:16], predict the reactants needed to synthesize it. The reactants are: [C:1]([O-:10])(=[O:9])[CH:2]([CH2:6][CH2:7][CH3:8])[CH2:3][CH2:4][CH3:5].O.[C:12]([O-:21])(=[O:20])[CH:13]([CH2:17][CH2:18][CH3:19])[CH2:14][CH2:15][CH3:16].[Mg+2:22].C([O-])(=O)C(CCC)CCC. (3) Given the product [CH3:1][O:2][C:3]([C@@H:5]1[CH2:9][C@H:8]([NH:10][C:11]([O:13][CH2:14][C:15]2[CH:20]=[CH:19][CH:18]=[CH:17][CH:16]=2)=[O:12])[CH2:7][N:6]1[C:27](=[O:28])[N:26]([CH2:21][CH2:22][CH2:23][CH2:24][CH3:25])[CH2:30][C:31]1[CH:36]=[CH:35][C:34]([C:37]2[CH:42]=[CH:41][CH:40]=[CH:39][C:38]=2[C:43]2[N:47]([C:82]([C:74]3[CH:73]=[CH:75][CH:9]=[CH:5][CH:3]=3)([C:15]3[CH:20]=[CH:19][CH:18]=[CH:17][CH:16]=3)[C:76]3[CH:81]=[CH:80][CH:79]=[CH:78][CH:77]=3)[N:46]=[N:45][N:44]=2)=[CH:33][CH:32]=1)=[O:4], predict the reactants needed to synthesize it. The reactants are: [CH3:1][O:2][C:3]([C@@H:5]1[CH2:9][C@H:8]([NH:10][C:11]([O:13][CH2:14][C:15]2[CH:20]=[CH:19][CH:18]=[CH:17][CH:16]=2)=[O:12])[CH2:7][NH:6]1)=[O:4].[CH2:21]([N:26]([CH2:30][C:31]1[CH:36]=[CH:35][C:34]([C:37]2[CH:42]=[CH:41][CH:40]=[CH:39][C:38]=2[C:43]2[N:44]=[N:45][N:46](C(C3C=CC=CC=3)(C3C=CC=CC=3)C3C=CC=CC=3)[N:47]=2)=[CH:33][CH:32]=1)[C:27](Cl)=[O:28])[CH2:22][CH2:23][CH2:24][CH3:25].CCN([CH:73]([CH3:75])[CH3:74])C(C)C.[C:76]1([CH3:82])[CH:81]=[CH:80][CH:79]=[CH:78][CH:77]=1. (4) Given the product [F:1][C:2]([F:7])([F:6])[C:3]([OH:5])=[O:4].[F:8][C:9]([F:14])([F:13])[C:10]([OH:12])=[O:11].[Cl:22][C:23]1[CH:24]=[N:25][C:26]2[NH:27][C:28]3[CH:29]=[N:30][CH:31]=[C:32]([CH:54]=3)[CH2:33][CH2:34][C:35]3[CH:43]=[C:39]([NH:40][C:41]=1[N:42]=2)[CH:38]=[CH:37][C:36]=3[NH:44][C:45](=[O:53])[CH2:46][CH:47]1[CH2:52][CH2:51][N:50]([C:61]([C:57]2[CH:58]=[N:59][O:60][C:56]=2[CH3:55])=[O:62])[CH2:49][CH2:48]1, predict the reactants needed to synthesize it. The reactants are: [F:1][C:2]([F:7])([F:6])[C:3]([OH:5])=[O:4].[F:8][C:9]([F:14])([F:13])[C:10]([OH:12])=[O:11].FC(F)(F)C(O)=O.[Cl:22][C:23]1[CH:24]=[N:25][C:26]2[NH:27][C:28]3[CH:29]=[N:30][CH:31]=[C:32]([CH:54]=3)[CH2:33][CH2:34][C:35]3[CH:43]=[C:39]([NH:40][C:41]=1[N:42]=2)[CH:38]=[CH:37][C:36]=3[NH:44][C:45](=[O:53])[CH2:46][CH:47]1[CH2:52][CH2:51][NH:50][CH2:49][CH2:48]1.[CH3:55][C:56]1[O:60][N:59]=[CH:58][C:57]=1[C:61](Cl)=[O:62]. (5) Given the product [CH2:1]1[C:9]2[C:4](=[CH:5][CH:6]=[CH:7][CH:8]=2)[CH2:3][CH:2]1[N:10]1[C:14]([C:15]2[CH:16]=[CH:17][CH:18]=[CH:19][CH:20]=2)=[C:13]([C:21]([N:23]2[CH2:28][CH2:27][N:26]([C:29]([O:31][C:32]([CH3:34])([CH3:35])[CH3:33])=[O:30])[CH2:25][C@H:24]2[CH:36]([OH:40])[CH:37]([CH3:38])[CH3:39])=[O:22])[N:12]=[CH:11]1, predict the reactants needed to synthesize it. The reactants are: [CH2:1]1[C:9]2[C:4](=[CH:5][CH:6]=[CH:7][CH:8]=2)[CH2:3][CH:2]1[N:10]1[C:14]([C:15]2[CH:20]=[CH:19][CH:18]=[CH:17][CH:16]=2)=[C:13]([C:21]([N:23]2[CH2:28][CH2:27][N:26]([C:29]([O:31][C:32]([CH3:35])([CH3:34])[CH3:33])=[O:30])[CH2:25][C@H:24]2[C:36](=[O:40])[CH:37]([CH3:39])[CH3:38])=[O:22])[N:12]=[CH:11]1.[BH4-].[Na+]. (6) Given the product [C:12]([C:14]1[CH:29]=[CH:28][C:17]([CH:18]2[N:3]3[N:4]=[C:5]([C:7]([O:9][CH2:10][CH3:11])=[O:8])[N:6]=[C:2]3[NH:1][C:25]([CH3:26])=[C:19]2[C:20]([O:22][CH2:23][CH3:24])=[O:21])=[CH:16][CH:15]=1)#[N:13], predict the reactants needed to synthesize it. The reactants are: [NH2:1][C:2]1[N:6]=[C:5]([C:7]([O:9][CH2:10][CH3:11])=[O:8])[NH:4][N:3]=1.[C:12]([C:14]1[CH:29]=[CH:28][C:17]([CH:18]=[C:19]([C:25](=O)[CH3:26])[C:20]([O:22][CH2:23][CH3:24])=[O:21])=[CH:16][CH:15]=1)#[N:13].C(=O)(O)[O-].[Na+]. (7) Given the product [CH3:27][C:23]1([CH3:26])[O:22][C@@H:21]([C@H:13]2[C@H:14]3[O:15][C:16]([CH3:20])([CH3:19])[O:17][C@H:18]3[C@H:11]([N:8]3[C:4]4[N:5]=[CH:6][N:7]=[C:2]([CH3:29])[C:3]=4[CH:10]=[CH:9]3)[O:12]2)[CH2:25][O:24]1, predict the reactants needed to synthesize it. The reactants are: Cl[C:2]1[C:3]2[CH:10]=[CH:9][N:8]([C@H:11]3[C@H:18]4[C@H:14]([O:15][C:16]([CH3:20])([CH3:19])[O:17]4)[C@H:13]([C@H:21]4[CH2:25][O:24][C:23]([CH3:27])([CH3:26])[O:22]4)[O:12]3)[C:4]=2[N:5]=[CH:6][N:7]=1.[Zn](C)[CH3:29].C1(C)C=CC=CC=1. (8) The reactants are: [C:1]([O:5][C:6]([NH:8][C@@H:9]([C@@H:14]([O:17][CH2:18][CH2:19][CH2:20][CH:21]=[CH2:22])[CH2:15][CH3:16])[C:10]([O:12]C)=[O:11])=[O:7])([CH3:4])([CH3:3])[CH3:2].C1COCC1.[Li+].[OH-]. Given the product [C:1]([O:5][C:6]([NH:8][C@@H:9]([C@@H:14]([O:17][CH2:18][CH2:19][CH2:20][CH:21]=[CH2:22])[CH2:15][CH3:16])[C:10]([OH:12])=[O:11])=[O:7])([CH3:4])([CH3:3])[CH3:2], predict the reactants needed to synthesize it.